This data is from Full USPTO retrosynthesis dataset with 1.9M reactions from patents (1976-2016). The task is: Predict the reactants needed to synthesize the given product. (1) Given the product [CH3:1][C:2]1[CH:16]=[C:5]2[C:6]3[CH:12]([CH2:13][CH2:14][NH:15][C:24](=[O:27])[CH2:25][CH3:26])[CH2:11][CH2:10][C:7]=3[CH:8]=[CH:9][N:4]2[N:3]=1, predict the reactants needed to synthesize it. The reactants are: [CH3:1][C:2]1[CH:16]=[C:5]2[C:6]3[CH:12]([CH2:13][CH2:14][NH2:15])[CH2:11][CH2:10][C:7]=3[CH:8]=[CH:9][N:4]2[N:3]=1.C(N(CC)CC)C.[C:24](O[C:24](=[O:27])[CH2:25][CH3:26])(=[O:27])[CH2:25][CH3:26]. (2) Given the product [Cl:41][C:20]1[N:21]([C:22]([C:23]2[CH:28]=[CH:27][CH:26]=[CH:25][CH:24]=2)([C:29]2[CH:30]=[CH:31][CH:32]=[CH:33][CH:34]=2)[C:35]2[CH:40]=[CH:39][CH:38]=[CH:37][CH:36]=2)[C:15]2[CH:14]=[N:13][N:12]([CH3:11])[C:17](=[O:18])[C:16]=2[N:19]=1, predict the reactants needed to synthesize it. The reactants are: C[Si](C)(C)[N-][Si](C)(C)C.[Li+].[CH3:11][N:12]1[C:17](=[O:18])[C:16]2[N:19]=[CH:20][N:21]([C:22]([C:35]3[CH:40]=[CH:39][CH:38]=[CH:37][CH:36]=3)([C:29]3[CH:34]=[CH:33][CH:32]=[CH:31][CH:30]=3)[C:23]3[CH:28]=[CH:27][CH:26]=[CH:25][CH:24]=3)[C:15]=2[CH:14]=[N:13]1.[Cl:41]C(Cl)(Cl)C(Cl)(Cl)Cl.[Cl-].[NH4+]. (3) Given the product [C:15]([O:19][C:20]([N:22]1[CH2:31][CH2:30][C:29]2[C:24](=[CH:25][CH:26]=[C:27]([CH2:35][CH2:34][OH:33])[CH:28]=2)[CH2:23]1)=[O:21])([CH3:18])([CH3:17])[CH3:16], predict the reactants needed to synthesize it. The reactants are: IC1C=C2C(=CC=1)CN(C(O)=O)CC2.[C:15]([O:19][C:20]([N:22]1[CH2:31][CH2:30][C:29]2[C:24](=[CH:25][CH:26]=[C:27](I)[CH:28]=2)[CH2:23]1)=[O:21])([CH3:18])([CH3:17])[CH3:16].[O:33]1[CH2:35][CH2:34]1. (4) Given the product [CH2:1]([N:4]1[C:8]2[CH:9]=[C:10]([C:26]([O:28][CH2:29][CH3:30])=[O:27])[C:11]3[CH2:12][CH2:13][C:14]4([NH:23][C:24]=3[C:7]=2[N:6]=[C:5]1[CH3:31])[CH2:22][C:21]1[C:16](=[CH:17][CH:18]=[CH:19][CH:20]=1)[CH2:15]4)[CH:2]=[CH2:3], predict the reactants needed to synthesize it. The reactants are: [CH2:1]([N:4]1[C:8]2[CH:9]=[C:10]([C:26]([O:28][CH2:29][CH3:30])=[O:27])[C:11]3[C:12](=O)[CH2:13][C:14]4([NH:23][C:24]=3[C:7]=2[N:6]=[C:5]1[CH3:31])[CH2:22][C:21]1[C:16](=[CH:17][CH:18]=[CH:19][CH:20]=1)[CH2:15]4)[CH:2]=[CH2:3].C([SiH](CC)CC)C. (5) Given the product [Br:30][C:27]1[CH:28]=[CH:29][C:24](/[CH:23]=[CH:22]/[C@@H:15]2[C@H:14]3[C@:10]([N:8]4[CH2:7][CH:6]([C:33]#[N:34])[CH2:9]4)([C:11](=[O:32])[O:12][C@@H:13]3[CH3:31])[CH2:18][C:17]([F:19])([F:20])[C@H:16]2[CH3:21])=[N:25][CH:26]=1, predict the reactants needed to synthesize it. The reactants are: CS(O[CH:6]1[CH2:9][N:8]([C@@:10]23[CH2:18][C:17]([F:20])([F:19])[C@@H:16]([CH3:21])[C@H:15](/[CH:22]=[CH:23]/[C:24]4[CH:29]=[CH:28][C:27]([Br:30])=[CH:26][N:25]=4)[C@@H:14]2[C@@H:13]([CH3:31])[O:12][C:11]3=[O:32])[CH2:7]1)(=O)=O.[C:33]([Na])#[N:34].CCOC(C)=O. (6) Given the product [OH:35][C:36]1[C:37]([Cl:46])=[CH:38][C:39]([C:40]([NH:3][CH2:4][CH2:5][CH2:6][CH2:7][CH2:8][CH2:9][CH2:10][CH2:11][CH2:12][N:13]2[CH2:18][CH2:17][CH:16]([O:19][C:20](=[O:34])[NH:21][C:22]3[CH:27]=[CH:26][CH:25]=[CH:24][C:23]=3[C:28]3[CH:33]=[CH:32][CH:31]=[CH:30][CH:29]=3)[CH2:15][CH2:14]2)=[O:41])=[CH:43][C:44]=1[Cl:45], predict the reactants needed to synthesize it. The reactants are: Cl.Cl.[NH2:3][CH2:4][CH2:5][CH2:6][CH2:7][CH2:8][CH2:9][CH2:10][CH2:11][CH2:12][N:13]1[CH2:18][CH2:17][CH:16]([O:19][C:20](=[O:34])[NH:21][C:22]2[CH:27]=[CH:26][CH:25]=[CH:24][C:23]=2[C:28]2[CH:33]=[CH:32][CH:31]=[CH:30][CH:29]=2)[CH2:15][CH2:14]1.[OH:35][C:36]1[C:44]([Cl:45])=[CH:43][C:39]([C:40](O)=[O:41])=[CH:38][C:37]=1[Cl:46]. (7) Given the product [F:3][C:4]([F:13])([S:9]([OH:1])(=[O:11])=[O:10])[C:5]([O-:7])=[O:6].[Na+:2], predict the reactants needed to synthesize it. The reactants are: [OH-:1].[Na+:2].[F:3][C:4]([F:13])([S:9](F)(=[O:11])=[O:10])[C:5]([O:7]C)=[O:6]. (8) Given the product [NH2:17][C:7]1[CH:8]=[C:9]([CH:15]=[CH:16][C:6]=1[NH:5][CH2:4][CH:1]1[CH2:3][CH2:2]1)[C:10]([O:12][CH2:13][CH3:14])=[O:11], predict the reactants needed to synthesize it. The reactants are: [CH:1]1([CH2:4][NH:5][C:6]2[CH:16]=[CH:15][C:9]([C:10]([O:12][CH2:13][CH3:14])=[O:11])=[CH:8][C:7]=2[N+:17]([O-])=O)[CH2:3][CH2:2]1.[H][H].